From a dataset of Reaction yield outcomes from USPTO patents with 853,638 reactions. Predict the reaction yield, written as a fraction of the theoretical maximum amount of product (1.0 means a 100% yield; for example, 0.34 means a 34% yield). (1) The reactants are [NH2:1][C:2]1[CH:11]=[C:10]2[C:5]([C:6]([Br:16])=[N:7][N:8]([CH:13]([CH3:15])[CH3:14])[C:9]2=[O:12])=[CH:4][CH:3]=1.[H-].[Na+].[CH3:19][N:20]=[C:21]=[O:22]. The catalyst is O1CCCC1. The product is [Br:16][C:6]1[C:5]2[C:10](=[CH:11][C:2]([NH:1][C:21]([NH:20][CH3:19])=[O:22])=[CH:3][CH:4]=2)[C:9](=[O:12])[N:8]([CH:13]([CH3:14])[CH3:15])[N:7]=1. The yield is 0.780. (2) The reactants are [Na].[Cl:2][C:3]1[N:8]=[C:7](Cl)[C:6]([F:10])=[CH:5][N:4]=1.[CH3:11][OH:12]. No catalyst specified. The product is [Cl:2][C:3]1[N:8]=[C:7]([O:12][CH3:11])[C:6]([F:10])=[CH:5][N:4]=1. The yield is 0.800. (3) The reactants are [F:1][C:2]([F:27])([F:26])[C:3]([N:5]1[CH2:10][CH2:9][CH2:8][C@@H:7]2[C:11]3[CH:12]=[C:13](OS(C(F)(F)F)(=O)=O)[CH:14]=[CH:15][C:16]=3[CH2:17][C@H:6]12)=[O:4].[C:28]1(B(O)O)[CH:33]=[CH:32][CH:31]=[CH:30][CH:29]=1. No catalyst specified. The product is [F:1][C:2]([F:27])([F:26])[C:3]([N:5]1[CH2:10][CH2:9][CH2:8][C@@H:7]2[C:11]3[CH:12]=[C:13]([C:28]4[CH:33]=[CH:32][CH:31]=[CH:30][CH:29]=4)[CH:14]=[CH:15][C:16]=3[CH2:17][C@H:6]12)=[O:4]. The yield is 0.700.